This data is from Full USPTO retrosynthesis dataset with 1.9M reactions from patents (1976-2016). The task is: Predict the reactants needed to synthesize the given product. (1) The reactants are: [S:1]1[CH:5]=[CH:4][CH:3]=[C:2]1[C:6]([OH:8])=O.[F:9][C:10]([F:37])([F:36])[C:11]([CH2:31][NH:32][CH2:33][CH2:34][CH3:35])([OH:30])[CH2:12][NH:13][C:14]1[CH:22]=[C:21]([CH3:23])[CH:20]=[C:19]2[C:15]=1[CH:16]=[N:17][N:18]2[C:24]1[CH:29]=[CH:28][CH:27]=[CH:26][CH:25]=1. Given the product [CH2:33]([N:32]([CH2:31][C:11]([OH:30])([CH2:12][NH:13][C:14]1[CH:22]=[C:21]([CH3:23])[CH:20]=[C:19]2[C:15]=1[CH:16]=[N:17][N:18]2[C:24]1[CH:29]=[CH:28][CH:27]=[CH:26][CH:25]=1)[C:10]([F:37])([F:36])[F:9])[C:6]([C:2]1[S:1][CH:5]=[CH:4][CH:3]=1)=[O:8])[CH2:34][CH3:35], predict the reactants needed to synthesize it. (2) Given the product [C:17]1([C:23]2[CH:24]=[CH:25][C:26]([NH:29][C:14](=[O:16])[CH2:13][C:10]3[CH:9]=[CH:8][C:7]([C:4]4[CH:5]=[CH:6][N:1]=[N:2][CH:3]=4)=[CH:12][CH:11]=3)=[N:27][CH:28]=2)[CH:18]=[CH:19][CH:20]=[CH:21][CH:22]=1, predict the reactants needed to synthesize it. The reactants are: [N:1]1[CH:6]=[CH:5][C:4]([C:7]2[CH:12]=[CH:11][C:10]([CH2:13][C:14]([OH:16])=O)=[CH:9][CH:8]=2)=[CH:3][N:2]=1.[C:17]1([C:23]2[CH:24]=[CH:25][C:26]([NH2:29])=[N:27][CH:28]=2)[CH:22]=[CH:21][CH:20]=[CH:19][CH:18]=1.F[P-](F)(F)(F)(F)F.N1(OC(N(C)C)=[N+](C)C)C2N=CC=CC=2N=N1.CCN(C(C)C)C(C)C. (3) Given the product [Br:26][C:27]1[CH:28]=[C:29]([C:33]2[S:37][C:36]([NH:38][C:39]3[CH:44]=[CH:43][C:42]([O:45][CH2:48][CH2:49][N:50]([CH2:53][CH3:54])[CH2:51][CH3:52])=[CH:41][CH:40]=3)=[N:35][CH:34]=2)[CH:30]=[CH:31][CH:32]=1, predict the reactants needed to synthesize it. The reactants are: CN(C)CCCOC1C=CC(C2SC(NC3C=CC=CC=3)=NC=2)=CC=1.[Br:26][C:27]1[CH:28]=[C:29]([C:33]2[S:37][C:36]([NH:38][C:39]3[CH:44]=[CH:43][C:42]([OH:45])=[CH:41][CH:40]=3)=[N:35][CH:34]=2)[CH:30]=[CH:31][CH:32]=1.Cl.Cl[CH2:48][CH2:49][N:50]([CH2:53][CH3:54])[CH2:51][CH3:52]. (4) Given the product [Cl:31][C:32]1[CH:33]=[CH:34][C:35]([CH:38]([C:47]2[CH:52]=[CH:51][C:50]([Cl:53])=[CH:49][CH:48]=2)[N:39]2[CH2:40][CH:41]3[CH2:42][N:43]([C:13]([O:9][CH:3]([C:2]([F:10])([F:11])[F:1])[C:4]([O:6][CH2:7][CH3:8])=[O:5])=[O:15])[CH2:44][CH:45]3[CH2:46]2)=[CH:36][CH:37]=1, predict the reactants needed to synthesize it. The reactants are: [F:1][C:2]([F:11])([F:10])[CH:3]([OH:9])[C:4]([O:6][CH2:7][CH3:8])=[O:5].Cl[C:13](Cl)([O:15]C(=O)OC(Cl)(Cl)Cl)Cl.C(N(CC)CC)C.[Cl:31][C:32]1[CH:37]=[CH:36][C:35]([CH:38]([C:47]2[CH:52]=[CH:51][C:50]([Cl:53])=[CH:49][CH:48]=2)[N:39]2[CH2:46][CH:45]3[CH:41]([CH2:42][NH:43][CH2:44]3)[CH2:40]2)=[CH:34][CH:33]=1. (5) Given the product [C:33]([O:32][C:30](=[O:31])[NH:29][CH:26]1[CH2:27][CH2:28][N:23]([CH2:22][CH2:21][N:9]2[C:10]3[C:5](=[CH:4][CH:3]=[C:2]([F:1])[C:11]=3[F:12])[N:6]=[CH:7][C:8]2=[O:13])[CH2:24][CH2:25]1)([CH3:36])([CH3:35])[CH3:34], predict the reactants needed to synthesize it. The reactants are: [F:1][C:2]1[C:11]([F:12])=[C:10]2[C:5]([N:6]=[CH:7][C:8](=[O:13])[NH:9]2)=[CH:4][CH:3]=1.[H-].[Na+].CS(O[CH2:21][CH2:22][N:23]1[CH2:28][CH2:27][CH:26]([NH:29][C:30]([O:32][C:33]([CH3:36])([CH3:35])[CH3:34])=[O:31])[CH2:25][CH2:24]1)(=O)=O.C(OC(=O)NC1CCN(CCN2C3C(=CC=C(OC)C=3)C=CC2=O)CC1)(C)(C)C. (6) Given the product [CH2:15]([O:17][C:18]([C:20]1([NH:29][C:12]([C:5]2[C:6]3[C:11](=[CH:10][CH:9]=[CH:8][CH:7]=3)[C:2]([F:1])=[CH:3][CH:4]=2)=[O:14])[CH2:28][C:27]2[C:22](=[CH:23][CH:24]=[CH:25][CH:26]=2)[CH2:21]1)=[O:19])[CH3:16], predict the reactants needed to synthesize it. The reactants are: [F:1][C:2]1[C:11]2[C:6](=[CH:7][CH:8]=[CH:9][CH:10]=2)[C:5]([C:12]([OH:14])=O)=[CH:4][CH:3]=1.[CH2:15]([O:17][C:18]([C:20]1([NH2:29])[CH2:28][C:27]2[C:22](=[CH:23][CH:24]=[CH:25][CH:26]=2)[CH2:21]1)=[O:19])[CH3:16].CN(C(ON1N=NC2C=CC=NC1=2)=[N+](C)C)C.F[P-](F)(F)(F)(F)F.CCN(C(C)C)C(C)C.